Predict the reaction yield, written as a fraction of the theoretical maximum amount of product (1.0 means a 100% yield; for example, 0.34 means a 34% yield). From a dataset of Reaction yield outcomes from USPTO patents with 853,638 reactions. (1) The reactants are [CH2:1]([N:3]([S:9]([C:12]1[CH:17]=[CH:16][C:15]([F:18])=[CH:14][CH:13]=1)(=[O:11])=[O:10])[C:4](=[CH2:8])[C:5]([OH:7])=O)[CH3:2].CCOC(OC(OCC)=O)=O.[F:30][C:31]([F:48])([F:47])[O:32][C:33]1[CH:38]=[CH:37][C:36]([C:39]2[CH:40]=[C:41]([CH2:45][NH2:46])[CH:42]=[CH:43][CH:44]=2)=[CH:35][CH:34]=1. The catalyst is C1COCC1. The product is [CH2:1]([N:3]([S:9]([C:12]1[CH:17]=[CH:16][C:15]([F:18])=[CH:14][CH:13]=1)(=[O:11])=[O:10])[C:4](=[CH2:8])[C:5]([NH:46][CH2:45][C:41]1[CH:42]=[CH:43][CH:44]=[C:39]([C:36]2[CH:37]=[CH:38][C:33]([O:32][C:31]([F:30])([F:47])[F:48])=[CH:34][CH:35]=2)[CH:40]=1)=[O:7])[CH3:2]. The yield is 0.240. (2) The reactants are Cl[C:2]1[C:11]2[N:12]=[CH:13][N:14]([CH2:15][CH:16]([CH3:18])[CH3:17])[C:10]=2[C:9]2[CH:8]=[CH:7][CH:6]=[CH:5][C:4]=2[N:3]=1.Cl.[NH2:20]O.C([O-])(=O)C.[Na+]. The catalyst is C(O)C.O. The product is [CH3:17][CH:16]([CH2:15][N:14]1[C:10]2[C:9]3[CH:8]=[CH:7][CH:6]=[CH:5][C:4]=3[N:3]=[C:2]([NH2:20])[C:11]=2[N:12]=[CH:13]1)[CH3:18]. The yield is 0.520. (3) The reactants are [Si:1]([O:8][CH2:9][C:10]1[C:11]([C:16]2[NH:20][N:19]=[CH:18][CH:17]=2)=[N:12][CH:13]=[CH:14][CH:15]=1)([C:4]([CH3:7])([CH3:6])[CH3:5])([CH3:3])[CH3:2].C([O-])([O-])=O.[Cs+].[Cs+].Br[CH2:28][CH2:29][C:30]([O:32][CH3:33])=[O:31]. The catalyst is CN(C=O)C. The product is [Si:1]([O:8][CH2:9][C:10]1[C:11]([C:16]2[CH:17]=[CH:18][N:19]([CH2:28][CH2:29][C:30]([O:32][CH3:33])=[O:31])[N:20]=2)=[N:12][CH:13]=[CH:14][CH:15]=1)([C:4]([CH3:7])([CH3:6])[CH3:5])([CH3:2])[CH3:3]. The yield is 0.610. (4) The reactants are Br[CH2:2][C:3]([C:5]1[CH:6]=[CH:7][C:8]2[C:17]3[CH:16]=[C:15]4[CH2:18][CH2:19][CH2:20][C:21](=[O:22])[C:14]4=[CH:13][C:12]=3[O:11][CH2:10][C:9]=2[CH:23]=1)=[O:4].[C:24]([O:28][C:29]([N:31]1[C@@H:35]([CH3:36])[CH2:34][CH2:33][C@H:32]1[C:37]([OH:39])=[O:38])=[O:30])([CH3:27])([CH3:26])[CH3:25].C(N(CC)CC)C. The catalyst is CC#N.CCOC(C)=O. The product is [CH3:36][C@@H:35]1[N:31]([C:29]([O:28][C:24]([CH3:25])([CH3:27])[CH3:26])=[O:30])[C@H:32]([C:37]([O:39][CH2:2][C:3](=[O:4])[C:5]2[CH:6]=[CH:7][C:8]3[C:17]4[CH:16]=[C:15]5[CH2:18][CH2:19][CH2:20][C:21](=[O:22])[C:14]5=[CH:13][C:12]=4[O:11][CH2:10][C:9]=3[CH:23]=2)=[O:38])[CH2:33][CH2:34]1. The yield is 0.650. (5) The reactants are Cl[C:2]1[C:7]([CH3:8])=[C:6]([Cl:9])[N:5]=[CH:4][C:3]=1[C:10]([N:12]1[CH2:17][CH2:16][CH:15]([C:18]2[CH:23]=[CH:22][C:21]([F:24])=[CH:20][CH:19]=2)[CH2:14][CH2:13]1)=[O:11].[Cl:25][C:26]1[CH:27]=[C:28]([CH:30]=[CH:31][CH:32]=1)[NH2:29]. No catalyst specified. The product is [Cl:9][C:6]1[N:5]=[CH:4][C:3]([C:10]([N:12]2[CH2:13][CH2:14][CH:15]([C:18]3[CH:23]=[CH:22][C:21]([F:24])=[CH:20][CH:19]=3)[CH2:16][CH2:17]2)=[O:11])=[C:2]([NH:29][C:28]2[CH:30]=[CH:31][CH:32]=[C:26]([Cl:25])[CH:27]=2)[C:7]=1[CH3:8]. The yield is 0.760. (6) The reactants are C1(S)C=CC=CC=1.C(N(CC)CC)C.[N:15]([CH2:18][C:19]1[CH:26]=[CH:25][C:22]([C:23]#[N:24])=[C:21]([F:27])[CH:20]=1)=[N+]=[N-]. The catalyst is C(#N)C. The product is [NH2:15][CH2:18][C:19]1[CH:26]=[CH:25][C:22]([C:23]#[N:24])=[C:21]([F:27])[CH:20]=1. The yield is 0.720. (7) The reactants are [N:1]1[C:8]([Cl:9])=[N:7][C:5]([Cl:6])=[N:4][C:2]=1Cl.Cl[C:11]1[CH:12]=[C:13]([CH:16]=[CH:17][C:18]=1[NH2:19])[O:14][CH3:15].[OH-].[Na+].[ClH:22]. The catalyst is CC(C)=O. The product is [Cl:22][C:12]1[CH:11]=[C:18]([NH:19][C:2]2[N:1]=[C:8]([Cl:9])[N:7]=[C:5]([Cl:6])[N:4]=2)[CH:17]=[CH:16][C:13]=1[O:14][CH3:15]. The yield is 0.960. (8) The reactants are Cl[C:2]1[CH:3]=[CH:4][CH:5]=[C:6]2[C:10]=1[C:9](=[O:11])[CH:8]([CH2:12][CH:13]1[CH2:18][CH2:17][CH2:16][CH2:15][CH2:14]1)[CH2:7]2.[C:19]1(B(O)O)[C:28]2[C:23](=[CH:24][CH:25]=[CH:26][CH:27]=2)[CH:22]=[CH:21][CH:20]=1.C(=O)([O-])[O-].[Na+].[Na+].C(O)CO. The catalyst is O. The product is [C:19]1([C:2]2[CH:3]=[CH:4][CH:5]=[C:6]3[C:10]=2[C:9](=[O:11])[CH:8]([CH2:12][CH:13]2[CH2:14][CH2:15][CH2:16][CH2:17][CH2:18]2)[CH2:7]3)[C:28]2[C:23](=[CH:24][CH:25]=[CH:26][CH:27]=2)[CH:22]=[CH:21][CH:20]=1. The yield is 0.960. (9) The reactants are [Br:1][C:2]1[CH:3]=[C:4]2[C:8](=[CH:9][CH:10]=1)[NH:7][C:6](=[O:11])[CH2:5]2.[CH2:12]([N:14]([CH2:34][CH3:35])[CH2:15][CH2:16][CH2:17][NH:18][C:19]([C:21]1[C:25]([CH:26]([CH3:28])[CH3:27])=[C:24]([CH:29]=O)[NH:23][C:22]=1[CH:31]([CH3:33])[CH3:32])=[O:20])[CH3:13]. No catalyst specified. The product is [CH2:34]([N:14]([CH2:12][CH3:13])[CH2:15][CH2:16][CH2:17][NH:18][C:19]([C:21]1[C:25]([CH:26]([CH3:28])[CH3:27])=[C:24]([CH:29]=[C:5]2[C:4]3[C:8](=[CH:9][CH:10]=[C:2]([Br:1])[CH:3]=3)[NH:7][C:6]2=[O:11])[NH:23][C:22]=1[CH:31]([CH3:33])[CH3:32])=[O:20])[CH3:35]. The yield is 0.250. (10) The reactants are [C:1]([C:5]1[CH:6]=[C:7]([C:23](=[O:25])[CH3:24])[CH:8]=[C:9]([C:16]2[CH:21]=[CH:20][C:19]([CH3:22])=[CH:18][CH:17]=2)[C:10]=1[O:11][CH2:12][CH:13]([CH3:15])[CH3:14])([CH3:4])([CH3:3])[CH3:2].[C:26]([C:29]1[CH:36]=[CH:35][C:32]([CH:33]=O)=[CH:31][CH:30]=1)([OH:28])=[O:27]. No catalyst specified. The product is [C:1]([C:5]1[CH:6]=[C:7]([C:23](=[O:25])/[CH:24]=[CH:33]/[C:32]2[CH:35]=[CH:36][C:29]([C:26]([OH:28])=[O:27])=[CH:30][CH:31]=2)[CH:8]=[C:9]([C:16]2[CH:17]=[CH:18][C:19]([CH3:22])=[CH:20][CH:21]=2)[C:10]=1[O:11][CH2:12][CH:13]([CH3:15])[CH3:14])([CH3:2])([CH3:3])[CH3:4]. The yield is 0.500.